This data is from Forward reaction prediction with 1.9M reactions from USPTO patents (1976-2016). The task is: Predict the product of the given reaction. (1) Given the reactants [Si:1]([O:8][CH2:9][C:10]1[O:14][N:13]=[C:12]([C:15]([NH:17][NH2:18])=O)[CH:11]=1)([C:4]([CH3:7])([CH3:6])[CH3:5])([CH3:3])[CH3:2].[CH3:19][C:20]1[CH:25]=[CH:24][C:23]([S:26]([O:29][C:30]2[NH:34][N:33]=[C:32]([CH:35]=O)[C:31]=2[C:37]([CH3:40])([CH3:39])[CH3:38])(=[O:28])=[O:27])=[CH:22][CH:21]=1, predict the reaction product. The product is: [CH3:19][C:20]1[CH:21]=[CH:22][C:23]([S:26]([O:29][C:30]2[C:31]([C:37]([CH3:40])([CH3:38])[CH3:39])=[C:32]3[N:33]([C:15]([C:12]4[CH:11]=[C:10]([CH2:9][O:8][Si:1]([C:4]([CH3:7])([CH3:6])[CH3:5])([CH3:2])[CH3:3])[O:14][N:13]=4)=[N:17][N:18]=[CH:35]3)[N:34]=2)(=[O:27])=[O:28])=[CH:24][CH:25]=1. (2) Given the reactants [F:1][C:2]1[CH:9]=[CH:8][C:5]([CH:6]=O)=[CH:4][N:3]=1.[CH3:10][O:11][C:12]1[CH:13]=[C:14]([CH:16]=[CH:17][CH:18]=1)[NH2:15], predict the reaction product. The product is: [F:1][C:2]1[N:3]=[CH:4][C:5]([CH:6]=[N:15][C:14]2[CH:16]=[CH:17][CH:18]=[C:12]([O:11][CH3:10])[CH:13]=2)=[CH:8][CH:9]=1. (3) Given the reactants O=C1CCC(=O)N1[C:8]1[C:16]2[C:11](=[CH:12][C:13]([C:26]([O-:28])=O)=[C:14]([O:17][C:18]3[CH:23]=[CH:22][C:21]([F:24])=[CH:20][C:19]=3[F:25])[CH:15]=2)[N:10]([CH2:29][C:30]([F:33])([CH3:32])[CH3:31])[N:9]=1.[NH2:34][C@H:35]1[CH2:39][CH2:38][NH:37][C:36]1=[O:40], predict the reaction product. The product is: [F:25][C:19]1[CH:20]=[C:21]([F:24])[CH:22]=[CH:23][C:18]=1[O:17][C:14]1[CH:15]=[C:16]2[C:11](=[CH:12][C:13]=1[C:26]([NH:34][C@H:35]1[CH2:39][CH2:38][NH:37][C:36]1=[O:40])=[O:28])[N:10]([CH2:29][C:30]([F:33])([CH3:32])[CH3:31])[N:9]=[CH:8]2. (4) Given the reactants [I-].[CH3:2][O:3][CH2:4][CH2:5][CH2:6][P+](C1C=CC=CC=1)(C1C=CC=CC=1)C1C=CC=CC=1.C[Si]([N-][Si](C)(C)C)(C)C.[Na+].[Br:36][C:37]1[CH:38]=[CH:39][C:40]([O:45][CH3:46])=[C:41]([CH:44]=1)[CH:42]=O, predict the reaction product. The product is: [Br:36][C:37]1[CH:38]=[CH:39][C:40]([O:45][CH3:46])=[C:41]([CH:42]=[CH:6][CH2:5][CH2:4][O:3][CH3:2])[CH:44]=1. (5) Given the reactants CC(C1C=C(C(C)C)C(C2C=CC=CC=2P(C2CCCCC2)C2CCCCC2)=C(C(C)C)C=1)C.[C:35]1(=[O:48])[C:40]2[C:41]3[CH:47]=[CH:46][CH:45]=[CH:44][C:42]=3[S:43][C:39]=2[CH2:38][CH2:37][NH:36]1.[O-]P([O-])([O-])=O.[K+].[K+].[K+].Br[C:58]1[CH:59]=[N:60][CH:61]=[CH:62][C:63]=1[C:64]([F:67])([F:66])[F:65], predict the reaction product. The product is: [F:65][C:64]([F:67])([F:66])[C:63]1[CH:62]=[CH:61][N:60]=[CH:59][C:58]=1[N:36]1[CH2:37][CH2:38][C:39]2[S:43][C:42]3[CH:44]=[CH:45][CH:46]=[CH:47][C:41]=3[C:40]=2[C:35]1=[O:48]. (6) Given the reactants [Br:1][C:2]1[CH:3]=[C:4]2[C:8](=[CH:9][CH:10]=1)[N:7]([S:11]([C:14]1[CH:19]=[CH:18][C:17]([O:20][CH3:21])=[CH:16][CH:15]=1)(=[O:13])=[O:12])[CH:6]=[C:5]2[O:22]C(=O)C.[OH-].[K+].Cl, predict the reaction product. The product is: [Br:1][C:2]1[CH:3]=[C:4]2[C:8](=[CH:9][CH:10]=1)[N:7]([S:11]([C:14]1[CH:15]=[CH:16][C:17]([O:20][CH3:21])=[CH:18][CH:19]=1)(=[O:13])=[O:12])[CH:6]=[C:5]2[OH:22]. (7) The product is: [CH2:1]([C:3]1[CH:9]=[CH:8][C:6]([NH:7][CH2:12][CH2:11][C:10]([O:14][CH2:15][CH3:16])=[O:13])=[CH:5][CH:4]=1)[CH3:2]. Given the reactants [CH2:1]([C:3]1[CH:9]=[CH:8][C:6]([NH2:7])=[CH:5][CH:4]=1)[CH3:2].[C:10]([O:14][CH2:15][CH3:16])(=[O:13])[CH:11]=[CH2:12].[OH-].[Na+], predict the reaction product. (8) Given the reactants [Br:1][C:2]1[CH:7]=[C:6]([C:8]([CH3:11])([CH3:10])[CH3:9])[CH:5]=[CH:4][C:3]=1[CH2:12][CH:13]([CH3:17])[C:14]([OH:16])=O.O=S(Cl)Cl, predict the reaction product. The product is: [Br:1][C:2]1[CH:7]=[C:6]([C:8]([CH3:9])([CH3:10])[CH3:11])[CH:5]=[C:4]2[C:3]=1[CH2:12][CH:13]([CH3:17])[C:14]2=[O:16]. (9) Given the reactants [C:1](OC(=O)C)(=[O:3])[CH3:2].[F:8][C:9]1[CH:50]=[CH:49][CH:48]=[C:47]([F:51])[C:10]=1[C:11]([NH:13][C:14]1[CH:19]=[CH:18][CH:17]=[C:16]([C:20]2[N:21]=[C:22]([CH3:46])[S:23][C:24]=2[C:25]2[CH:30]=[CH:29][N:28]=[C:27]([NH:31][C:32]3[CH:37]=[CH:36][C:35]([O:38][CH:39]4[CH2:44][CH2:43][NH:42][CH2:41][CH2:40]4)=[C:34]([F:45])[CH:33]=3)[N:26]=2)[CH:15]=1)=[O:12], predict the reaction product. The product is: [C:1]([N:42]1[CH2:43][CH2:44][CH:39]([O:38][C:35]2[CH:36]=[CH:37][C:32]([NH:31][C:27]3[N:26]=[C:25]([C:24]4[S:23][C:22]([CH3:46])=[N:21][C:20]=4[C:16]4[CH:15]=[C:14]([NH:13][C:11](=[O:12])[C:10]5[C:9]([F:8])=[CH:50][CH:49]=[CH:48][C:47]=5[F:51])[CH:19]=[CH:18][CH:17]=4)[CH:30]=[CH:29][N:28]=3)=[CH:33][C:34]=2[F:45])[CH2:40][CH2:41]1)(=[O:3])[CH3:2]. (10) Given the reactants [CH:1]([NH:4][C:5]([NH2:7])=[NH:6])([CH3:3])[CH3:2].[C:8](O[C:8]([O:10][CH2:11][C:12]1[CH:17]=[CH:16][CH:15]=[CH:14][CH:13]=1)=[O:9])([O:10][CH2:11][C:12]1[CH:17]=[CH:16][CH:15]=[CH:14][CH:13]=1)=[O:9], predict the reaction product. The product is: [CH2:11]([O:10][C:8]([NH:6][C:5]([NH:4][CH:1]([CH3:3])[CH3:2])=[NH:7])=[O:9])[C:12]1[CH:17]=[CH:16][CH:15]=[CH:14][CH:13]=1.